This data is from Catalyst prediction with 721,799 reactions and 888 catalyst types from USPTO. The task is: Predict which catalyst facilitates the given reaction. (1) Reactant: [CH2:1]([O:4][C:5]([N:7]1[C@:11]2([C@@H:16]([F:17])[CH2:15][C@@H:14]3[C@H:12]2[C@H:13]3[C:18]([OH:20])=[O:19])[C:10](=[O:21])[O:9][CH2:8]1)=[O:6])[CH:2]=[CH2:3].C(=O)([O-])[O-].[Cs+].[Cs+].S(C1C=CC(C)=CC=1)(O[CH2:32][CH3:33])(=O)=O.O. Product: [F:17][C@@H:16]1[C@@:11]2([C:10](=[O:21])[O:9][CH2:8][N:7]2[C:5]([O:4][CH2:1][CH:2]=[CH2:3])=[O:6])[C@H:12]2[C@H:14]([C@@H:13]2[C:18]([O:20][CH2:32][CH3:33])=[O:19])[CH2:15]1. The catalyst class is: 9. (2) Reactant: CCN(CC)CC.[NH2:8][C:9]1[C:18]([CH3:19])=[CH:17][C:16]([Br:20])=[CH:15][C:10]=1[C:11]([O:13][CH3:14])=[O:12].[CH2:21]([O:28][CH2:29][C:30](Cl)=[O:31])[C:22]1[CH:27]=[CH:26][CH:25]=[CH:24][CH:23]=1.[NH4+].[Cl-]. Product: [CH2:21]([O:28][CH2:29][C:30]([NH:8][C:9]1[C:18]([CH3:19])=[CH:17][C:16]([Br:20])=[CH:15][C:10]=1[C:11]([O:13][CH3:14])=[O:12])=[O:31])[C:22]1[CH:27]=[CH:26][CH:25]=[CH:24][CH:23]=1. The catalyst class is: 4. (3) Reactant: C(O[N:9]1[CH2:14][CH2:13][NH:12][CH2:11][CH2:10]1)C1C=CC=CC=1.Br[CH2:16][C:17]([NH2:19])=[O:18].C(N(CC)C(C)C)(C)C. Product: [N:9]1([CH2:16][C:17]([NH2:19])=[O:18])[CH2:10][CH2:11][NH:12][CH2:13][CH2:14]1. The catalyst class is: 647. (4) Reactant: [CH2:1]([Cl:3])Cl.CO.[C:6]([O-:9])([O-])=O.[Ca+2].[I-:11].[Cl-].[Cl-].C[N+:15](C)(C)[CH2:16][C:17]1[CH:22]=C[CH:20]=[CH:19][CH:18]=1.C[N+](C)(C)CC1C=CC=CC=1.C[N+](C)(C)CC1C=CC=CC=1. Product: [Cl:3][C:1]1[C:16]([NH2:15])=[C:17]([CH3:22])[C:18]([O:9][CH3:6])=[C:19]([I:11])[CH:20]=1. The catalyst class is: 6. (5) Reactant: [F:1][C:2]1[CH:9]=[CH:8][C:5]([CH:6]=O)=[CH:4][CH:3]=1.[CH2:10]([O:12][CH:13]([O:17][CH2:18][CH3:19])[O:14][CH2:15][CH3:16])[CH3:11].[C:20](=O)([O-])[O-].[Na+].[Na+]. Product: [CH3:2][CH2:3][CH2:4][CH:5]([CH3:8])[CH3:6].[C:13]([O:12][CH2:10][CH3:11])(=[O:17])[CH3:20].[CH2:18]([O:17][CH:13]([O:14][CH2:15][CH3:16])[C:5]1[CH:8]=[CH:9][C:2]([F:1])=[CH:3][CH:4]=1)[CH3:19]. The catalyst class is: 8. (6) Reactant: [NH2:1][CH2:2][C@H:3]1[N:8]([C:9]([C:11]2[N:12]=[C:13]([CH3:23])[S:14][C:15]=2[C:16]2[CH:17]=[C:18]([CH3:22])[CH:19]=[CH:20][CH:21]=2)=[O:10])[CH2:7][C@H:6]2[C@@H:4]1[CH2:5]2.CCN(C(C)C)C(C)C.[Cl:33][C:34]1[S:35][C:36]2[C:37](=[C:39]([C:43](Cl)=[O:44])[CH:40]=[CH:41][CH:42]=2)[N:38]=1. Product: [CH3:23][C:13]1[S:14][C:15]([C:16]2[CH:17]=[C:18]([CH3:22])[CH:19]=[CH:20][CH:21]=2)=[C:11]([C:9]([N:8]2[CH2:7][C@H:6]3[C@H:4]([CH2:5]3)[C@H:3]2[CH2:2][NH:1][C:43]([C:39]2[CH:40]=[CH:41][CH:42]=[C:36]3[S:35][C:34]([Cl:33])=[N:38][C:37]=23)=[O:44])=[O:10])[N:12]=1. The catalyst class is: 23. (7) Reactant: C(=[N:8][N:9]([CH:16]=[C:17]([C:23]#[N:24])[C:18]([O:20][CH2:21][CH3:22])=[O:19])[C:10]1[CH:11]=[N:12][CH:13]=[CH:14][CH:15]=1)C1C=CC=CC=1.Cl. Product: [NH2:24][C:23]1[C:17]([C:18]([O:20][CH2:21][CH3:22])=[O:19])=[CH:16][N:9]([C:10]2[CH:11]=[N:12][CH:13]=[CH:14][CH:15]=2)[N:8]=1. The catalyst class is: 8. (8) Reactant: C(O)(C(F)(F)F)=O.[F:8][C:9]1[C:39]([NH:40][S:41]([CH2:44][CH2:45][CH3:46])(=[O:43])=[O:42])=[CH:38][CH:37]=[C:36]([F:47])[C:10]=1[C:11]([NH:13][C:14]1[CH:15]=[N:16][C:17]2[N:18]([N:20]=[C:21]([CH:23]3[CH2:28][CH2:27][N:26](C(OC(C)(C)C)=O)[CH2:25][CH2:24]3)[CH:22]=2)[CH:19]=1)=[O:12]. Product: [F:8][C:9]1[C:39]([NH:40][S:41]([CH2:44][CH2:45][CH3:46])(=[O:43])=[O:42])=[CH:38][CH:37]=[C:36]([F:47])[C:10]=1[C:11]([NH:13][C:14]1[CH:15]=[N:16][C:17]2[N:18]([N:20]=[C:21]([CH:23]3[CH2:28][CH2:27][NH:26][CH2:25][CH2:24]3)[CH:22]=2)[CH:19]=1)=[O:12]. The catalyst class is: 2. (9) Reactant: [CH:1]1([CH2:6][C@H:7]([N:11]2[CH2:19][C:18]3[C:13](=[CH:14][CH:15]=[CH:16][C:17]=3[C:20]([F:23])([F:22])[F:21])[C:12]2=[O:24])[C:8](O)=[O:9])[CH2:5][CH2:4][CH2:3][CH2:2]1.C(Cl)(=O)C(Cl)=O.[C:31]([O:35][C:36](=[O:44])[CH2:37][N:38]1[CH:42]=[CH:41][C:40]([NH2:43])=[N:39]1)([CH3:34])([CH3:33])[CH3:32].N1C(C)=CC=CC=1C. Product: [C:31]([O:35][C:36](=[O:44])[CH2:37][N:38]1[CH:42]=[CH:41][C:40]([NH:43][C:8](=[O:9])[C@@H:7]([N:11]2[CH2:19][C:18]3[C:13](=[CH:14][CH:15]=[CH:16][C:17]=3[C:20]([F:21])([F:22])[F:23])[C:12]2=[O:24])[CH2:6][CH:1]2[CH2:2][CH2:3][CH2:4][CH2:5]2)=[N:39]1)([CH3:34])([CH3:32])[CH3:33]. The catalyst class is: 306. (10) Reactant: [CH3:1][C:2]1[O:6][N:5]=[C:4]([C:7]2[O:11][N:10]=[C:9]([CH3:12])[N:8]=2)[C:3]=1[C:13]([O:15]C(C)(C)C)=[O:14].FC(F)(F)C(O)=O. Product: [CH3:1][C:2]1[O:6][N:5]=[C:4]([C:7]2[O:11][N:10]=[C:9]([CH3:12])[N:8]=2)[C:3]=1[C:13]([OH:15])=[O:14]. The catalyst class is: 22.